Dataset: Peptide-MHC class I binding affinity with 185,985 pairs from IEDB/IMGT. Task: Regression. Given a peptide amino acid sequence and an MHC pseudo amino acid sequence, predict their binding affinity value. This is MHC class I binding data. (1) The peptide sequence is QSPQPVRVK. The MHC is HLA-A02:03 with pseudo-sequence HLA-A02:03. The binding affinity (normalized) is 0.00338. (2) The peptide sequence is ETVNFVPNY. The MHC is HLA-A02:11 with pseudo-sequence HLA-A02:11. The binding affinity (normalized) is 0.0847. (3) The binding affinity (normalized) is 0.0847. The MHC is HLA-B07:02 with pseudo-sequence HLA-B07:02. The peptide sequence is AHGWSTFYL.